Dataset: Catalyst prediction with 721,799 reactions and 888 catalyst types from USPTO. Task: Predict which catalyst facilitates the given reaction. (1) Reactant: Cl[C:2]1[N:7]=[C:6]([C:8]([O:10][CH3:11])=[O:9])[CH:5]=[C:4]([CH3:12])[N:3]=1.[NH:13]1[CH2:18][CH2:17][CH2:16][CH2:15][CH2:14]1.[CH2:19](N(CC)CC)C. Product: [CH3:12][C:4]1[N:3]=[C:2]([N:13]2[CH2:18][CH2:17][CH2:16][CH2:15][CH2:14]2)[N:7]=[C:6]([C:8]([O:10][CH2:11][CH3:19])=[O:9])[CH:5]=1. The catalyst class is: 8. (2) Reactant: [CH3:1][S:2][CH2:3][CH2:4][C:5]([OH:7])=O.C(Cl)(=O)C(Cl)=O.[C:14]([C:18]1[CH:23]=[CH:22][C:21]([S:24]([NH:27][C:28]2[CH:33]=[C:32]([F:34])[C:31]([Cl:35])=[CH:30][C:29]=2[C:36]([NH:38][NH2:39])=[O:37])(=[O:26])=[O:25])=[CH:20][CH:19]=1)([CH3:17])([CH3:16])[CH3:15].CCN(CC)CC. Product: [C:14]([C:18]1[CH:23]=[CH:22][C:21]([S:24]([NH:27][C:28]2[CH:33]=[C:32]([F:34])[C:31]([Cl:35])=[CH:30][C:29]=2[C:36]([NH:38][NH:39][C:5](=[O:7])[CH2:4][CH2:3][S:2][CH3:1])=[O:37])(=[O:25])=[O:26])=[CH:20][CH:19]=1)([CH3:17])([CH3:15])[CH3:16]. The catalyst class is: 59. (3) Product: [CH2:1]([O:8][C:9]1[CH:10]=[N:19][C:18]([NH2:20])=[N:17][CH:12]=1)[C:2]1[CH:7]=[CH:6][CH:5]=[CH:4][CH:3]=1. The catalyst class is: 60. Reactant: [CH2:1]([O:8][C:9](=[CH:12]N(C)C)[CH:10]=O)[C:2]1[CH:7]=[CH:6][CH:5]=[CH:4][CH:3]=1.Cl.[NH2:17][C:18]([NH2:20])=[NH:19].[H-].[Na+].O. (4) Reactant: [Cl:1][C:2]1[CH:7]=[C:6]([O:8]CC2C=CC=CC=2)[CH:5]=[CH:4][C:3]=1[CH2:16][N:17]1[CH:21]=[CH:20][C:19]([NH:22][C:23](=[O:32])[C:24]2[C:29]([F:30])=[CH:28][CH:27]=[CH:26][C:25]=2[F:31])=[N:18]1. Product: [Cl:1][C:2]1[CH:7]=[C:6]([OH:8])[CH:5]=[CH:4][C:3]=1[CH2:16][N:17]1[CH:21]=[CH:20][C:19]([NH:22][C:23](=[O:32])[C:24]2[C:25]([F:31])=[CH:26][CH:27]=[CH:28][C:29]=2[F:30])=[N:18]1. The catalyst class is: 886.